This data is from Catalyst prediction with 721,799 reactions and 888 catalyst types from USPTO. The task is: Predict which catalyst facilitates the given reaction. (1) Reactant: [CH2:1]([O:3][C:4](=[O:13])[NH:5][C:6]1[CH:11]=[CH:10][C:9]([NH2:12])=[CH:8][CH:7]=1)[CH3:2].[C:14]1(=O)[O:19][C:17](=[O:18])[C:16]2=[CH:20][CH:21]=[CH:22][CH:23]=[C:15]12. Product: [CH2:1]([O:3][C:4](=[O:13])[NH:5][C:6]1[CH:11]=[CH:10][C:9]([N:12]2[C:17](=[O:18])[C:16]3=[CH:20][CH:21]=[CH:22][CH:23]=[C:15]3[C:14]2=[O:19])=[CH:8][CH:7]=1)[CH3:2]. The catalyst class is: 15. (2) Reactant: [CH3:1][O:2][C:3]1[CH:4]=[CH:5][C:6]2[CH2:16][CH2:15][C:10]3=[N:11][CH:12]=[CH:13][CH:14]=[C:9]3[C:8](=[O:17])[C:7]=2[CH:18]=1.[Se]. Product: [CH3:1][O:2][C:3]1[CH:4]=[CH:5][C:6]2[CH:16]=[CH:15][C:10]3=[N:11][CH:12]=[CH:13][CH:14]=[C:9]3[C:8](=[O:17])[C:7]=2[CH:18]=1. The catalyst class is: 17. (3) Reactant: C1(P(C2C=CC=CC=2)(C2C=CC=CC=2)=[CH:8][C:9]([O:11][CH2:12][CH3:13])=[O:10])C=CC=CC=1.C[Si]([N-][Si](C)(C)C)(C)C.[Na+].O=[CH:37][C:38]1[CH:46]=[CH:45][C:43]([OH:44])=[C:40]([O:41][CH3:42])[CH:39]=1. Product: [OH:44][C:43]1[CH:45]=[CH:46][C:38]([CH:37]=[CH:8][C:9]([O:11][CH2:12][CH3:13])=[O:10])=[CH:39][C:40]=1[O:41][CH3:42]. The catalyst class is: 1. (4) Reactant: [NH2:1][C:2]1[CH:23]=[CH:22][C:5]([O:6][C:7]2[C:12]([Br:13])=[CH:11][C:10]([CH2:14][CH:15]([F:20])[C:16]([O:18][CH3:19])=[O:17])=[CH:9][C:8]=2[Br:21])=[CH:4][C:3]=1[NH2:24].[Cl:25][C:26]([Cl:32])([Cl:31])[C:27](=N)OC.O. The catalyst class is: 15. Product: [Br:21][C:8]1[CH:9]=[C:10]([CH2:14][CH:15]([F:20])[C:16]([O:18][CH3:19])=[O:17])[CH:11]=[C:12]([Br:13])[C:7]=1[O:6][C:5]1[CH:22]=[CH:23][C:2]2[NH:1][C:27]([C:26]([Cl:32])([Cl:31])[Cl:25])=[N:24][C:3]=2[CH:4]=1. (5) Reactant: [CH3:1][C:2]1[N:7]=[C:6]2[S:8][C:9]3[CH2:13][CH2:12][CH2:11][C:10]=3[C:5]2=[C:4]([C:14]2[CH:19]=[CH:18][C:17]([C:20]([F:23])([F:22])[F:21])=[CH:16][CH:15]=2)[C:3]=1[CH:24]([CH2:29][CH2:30][CH3:31])[C:25]([O:27]C)=[O:26].[OH-].[Na+]. Product: [CH3:1][C:2]1[N:7]=[C:6]2[S:8][C:9]3[CH2:13][CH2:12][CH2:11][C:10]=3[C:5]2=[C:4]([C:14]2[CH:15]=[CH:16][C:17]([C:20]([F:23])([F:21])[F:22])=[CH:18][CH:19]=2)[C:3]=1[CH:24]([CH2:29][CH2:30][CH3:31])[C:25]([OH:27])=[O:26]. The catalyst class is: 645.